Dataset: Peptide-MHC class I binding affinity with 185,985 pairs from IEDB/IMGT. Task: Regression. Given a peptide amino acid sequence and an MHC pseudo amino acid sequence, predict their binding affinity value. This is MHC class I binding data. (1) The peptide sequence is YFENSDLNL. The MHC is HLA-A01:01 with pseudo-sequence HLA-A01:01. The binding affinity (normalized) is 0.0847. (2) The peptide sequence is TRYPLTFGW. The MHC is HLA-A24:02 with pseudo-sequence HLA-A24:02. The binding affinity (normalized) is 0.